Dataset: Catalyst prediction with 721,799 reactions and 888 catalyst types from USPTO. Task: Predict which catalyst facilitates the given reaction. Reactant: [CH2:1]([O:8][CH:9]1[CH2:14][CH:13]([C:15]2[C:20]([CH3:21])=[CH:19][CH:18]=[CH:17][N:16]=2)[NH:12][CH:11]([C:22]2[C:27]([CH3:28])=[CH:26][CH:25]=[CH:24][N:23]=2)[CH2:10]1)[C:2]1[CH:7]=[CH:6][CH:5]=[CH:4][CH:3]=1.ClCC[C:32]1[NH:33][CH:34]=[CH:35][N:36]=1.[CH3:37][CH2:38]N(C(C)C)C(C)C. Product: [CH2:1]([O:8][CH:9]1[CH2:14][CH:13]([C:15]2[C:20]([CH3:21])=[CH:19][CH:18]=[CH:17][N:16]=2)[N:12]([CH2:37][CH2:38][C:34]2[NH:33][CH:32]=[N:36][CH:35]=2)[CH:11]([C:22]2[C:27]([CH3:28])=[CH:26][CH:25]=[CH:24][N:23]=2)[CH2:10]1)[C:2]1[CH:7]=[CH:6][CH:5]=[CH:4][CH:3]=1. The catalyst class is: 3.